This data is from Full USPTO retrosynthesis dataset with 1.9M reactions from patents (1976-2016). The task is: Predict the reactants needed to synthesize the given product. (1) Given the product [N:19]1[CH:18]=[C:17]([C:15]([C:12]2[S:13][CH:14]=[C:10]([CH2:9][OH:8])[N:11]=2)=[CH2:16])[CH:22]=[N:21][CH:20]=1, predict the reactants needed to synthesize it. The reactants are: [Si]([O:8][CH2:9][C:10]1[N:11]=[C:12]([C:15]([C:17]2[CH:18]=[N:19][CH:20]=[N:21][CH:22]=2)=[CH2:16])[S:13][CH:14]=1)(C(C)(C)C)(C)C.F.F.F.C(N(CC)CC)C. (2) The reactants are: [NH2:1][C:2]1[N:6]([CH3:7])[N:5]=[CH:4][C:3]=1[CH:8]=[O:9].C(N(CC)CC)C.[C:17]1([C:23](Cl)([C:30]2[CH:35]=[CH:34][CH:33]=[CH:32][CH:31]=2)[C:24]2[CH:29]=[CH:28][CH:27]=[CH:26][CH:25]=2)[CH:22]=[CH:21][CH:20]=[CH:19][CH:18]=1. Given the product [CH3:7][N:6]1[C:2]([NH:1][C:23]([C:17]2[CH:22]=[CH:21][CH:20]=[CH:19][CH:18]=2)([C:30]2[CH:31]=[CH:32][CH:33]=[CH:34][CH:35]=2)[C:24]2[CH:25]=[CH:26][CH:27]=[CH:28][CH:29]=2)=[C:3]([CH:8]=[O:9])[CH:4]=[N:5]1, predict the reactants needed to synthesize it. (3) Given the product [Cl:18][C:19]1[S:22][N:9]=[C:2]([C:3]2[CH:8]=[CH:7][N:6]=[CH:5][CH:4]=2)[N:10]=1, predict the reactants needed to synthesize it. The reactants are: Cl.[C:2](=[NH:10])([NH2:9])[C:3]1[CH:8]=[CH:7][N:6]=[CH:5][CH:4]=1.CCN(CC)CC.[Cl:18][C:19]([SH:22])(Cl)Cl.[OH-].[Na+]. (4) Given the product [Cl:6][C:7]1[C:12]([CH:25]=[O:26])=[N:11][CH:10]=[C:9]([N:13]2[CH2:17][CH2:16][CH2:15][CH:14]2[CH2:18][O:19][CH3:20])[N:8]=1, predict the reactants needed to synthesize it. The reactants are: P(Cl)(Cl)(Cl)=O.[Cl:6][C:7]1[CH:12]=[N:11][CH:10]=[C:9]([N:13]2[CH2:17][CH2:16][CH2:15][CH:14]2[CH2:18][O:19][CH3:20])[N:8]=1.O.CN([CH:25]=[O:26])C. (5) Given the product [Cl:1][C:2]1[CH:3]=[C:4]([C:9]([O:11][CH:16]([CH3:21])[CH3:17])=[O:10])[CH:5]=[N:6][C:7]=1[O:8][CH:13]([CH3:15])[CH3:14], predict the reactants needed to synthesize it. The reactants are: [Cl:1][C:2]1[CH:3]=[C:4]([C:9]([OH:11])=[O:10])[CH:5]=[N:6][C:7]=1[OH:8].I[CH:13]([CH3:15])[CH3:14].[C:16]1(C)[CH:21]=CC=C[CH:17]=1. (6) Given the product [CH3:14][NH:13][C:5](=[O:11])[O:6][CH2:7][CH2:21][CH2:22][C:23]1[CH:34]=[CH:33][C:26]2[O:27][CH:28]([CH3:32])[C:29](=[O:31])[NH:30][C:25]=2[CH:24]=1, predict the reactants needed to synthesize it. The reactants are: ClC(Cl)(O[C:5](=[O:11])[O:6][C:7](Cl)(Cl)Cl)Cl.[N:13]1C=CC=C[CH:14]=1.OC[CH2:21][CH2:22][C:23]1[CH:34]=[CH:33][C:26]2[O:27][CH:28]([CH3:32])[C:29](=[O:31])[NH:30][C:25]=2[CH:24]=1.Cl.CN.C(N(CC)CC)C. (7) Given the product [CH3:1][O:2][C:3](=[O:26])[CH:4]([C:18]1[CH:23]=[CH:22][C:21]([Cl:24])=[C:20]([Cl:25])[CH:19]=1)[CH2:5][CH:6]1[CH2:10][CH2:9][CH2:8][CH:7]1[OH:11], predict the reactants needed to synthesize it. The reactants are: [CH3:1][O:2][C:3](=[O:26])[CH:4]([C:18]1[CH:23]=[CH:22][C:21]([Cl:24])=[C:20]([Cl:25])[CH:19]=1)[CH2:5][CH:6]1[CH2:10][CH2:9][CH2:8][CH:7]1[O:11]C1CCCCO1.C1(C)C=CC(S([O-])(=O)=O)=CC=1.[NH+]1C=CC=CC=1. (8) Given the product [Na:1].[CH:10]1[C:11]2[C:6](=[CH:5][CH:4]=[CH:3][CH:2]=2)[CH:7]=[CH:8][CH:9]=1.[O:12]1[CH2:16][CH2:15][CH2:14][CH2:13]1, predict the reactants needed to synthesize it. The reactants are: [Na:1].[CH:2]1[C:11]2[C:6](=[CH:7][CH:8]=[CH:9][CH:10]=2)[CH:5]=[CH:4][CH:3]=1.[O:12]1[CH2:16][CH2:15][CH2:14][CH2:13]1. (9) The reactants are: S(=O)(=O)(O)O.[NH2:6][C:7]1[C:8]([CH3:16])=[C:9]([CH:13]=[CH:14][CH:15]=1)[C:10]([OH:12])=[O:11].B(O)(O)O.[N+]([C:24]1[CH:29]=CC=C[CH:25]=1)([O-])=O.[OH-].[Na+].[C:32](O)(=O)C. Given the product [CH3:16][C:8]1[C:9]([C:10]([O:12][CH3:32])=[O:11])=[CH:13][CH:14]=[C:15]2[C:7]=1[N:6]=[CH:29][CH:24]=[CH:25]2, predict the reactants needed to synthesize it.